Dataset: Drug-target binding data from BindingDB using Ki measurements. Task: Regression. Given a target protein amino acid sequence and a drug SMILES string, predict the binding affinity score between them. We predict pKi (pKi = -log10(Ki in M); higher means stronger inhibition). Dataset: bindingdb_ki. (1) The small molecule is CC(=O)N[C@H]1CSCc2cc3cc(c2)CSC[C@@H](C(=O)O)NC(=O)[C@H](CC(C)C)NC(=O)[C@H](CC(=O)O)NC(=O)[C@H](CCC(N)=O)NC(=O)[C@H](Cc2cnc[nH]2)NC[C@H](C)NC(=O)[C@@H](CSC3)NC(=O)[C@H](CCCCNC(=N)N)NC(=O)[C@H](Cc2ccc(O)cc2)NC(=O)C2CCN2C(=O)[C@H](Cc2ccccc2)NC(=O)[C@H](CO)NC1=O. The target protein (P26262) has sequence MILFNRVGYFVSLFATVSCGCMTQLYKNTFFRGGDLAAIYTPDAQYCQKMCTFHPRCLLFSFLAVTPPKETNKRFGCFMKESITGTLPRIHRTGAISGHSLKQCGHQISACHRDIYKGLDMRGSNFNISKTDNIEECQKLCTNNFHCQFFTYATSAFYRPEYRKKCLLKHSASGTPTSIKSADNLVSGFSLKSCALSEIGCPMDIFQHSAFADLNVSQVITPDAFVCRTICTFHPNCLFFTFYTNEWETESQRNVCFLKTSKSGRPSPPIPQENAISGYSLLTCRKTRPEPCHSKIYSGVDFEGEELNVTFVQGADVCQETCTKTIRCQFFIYSLLPQDCKEEGCKCSLRLSTDGSPTRITYGMQGSSGYSLRLCKLVDSPDCTTKINARIVGGTNASLGEWPWQVSLQVKLVSQTHLCGGSIIGRQWVLTAAHCFDGIPYPDVWRIYGGILSLSEITKETPSSRIKELIIHQEYKVSEGNYDIALIKLQTPLNYTEFQK.... The pKi is 6.9. (2) The drug is CC(C)CN(Cc1ccc2c(c1)OCCCO2)C(=O)C1CCCN(Cc2ccccc2)C1. The target protein sequence is MPPAGINMASQNKNTSFAPDLNPSQDHISSLPFNFSYSDYDLPLDGDEDMTKTQTFFAAKIVIGVALAGIMLVCGIGNFVFIAALARYKKLRNLTNLLIANLAISDFLVAIVCCPFEMDYYVVRQLSWEHGHVLCASVNYLRTVSLYVSTNALLAIAIDRYLAIVHPLKPRMNYQTASFLIALVWMVSILIAIPSAYFTTETILDIVKNQEKIFCGQIWPVDQQLYYKSYFLFVFGLEFVGPVVAMTLCYARISQELWFKAVPGFQTEQIRKRLRCRRKTVLLLMGILTAYVLCWAPFYGFTIVRDFFPTVFVKEKHYLTAFYVVECIAMSNSMINTICFVTVKNNTMKYFKKMLLLHWQPSRYGSKSSADLDLKTSGVPATEEVDCIRLK. The pKi is 7.7. (3) The pKi is 5.0. The compound is CCN1CCCC1CNC(=O)c1cc(S(=O)(=O)CC)c(N)cc1OC. The target protein (P50442) has sequence MLRVRCLRGGSRGAEAVHYIGSRLGGSLTGWVQRTFQSTQAATASSQNSCAAEDKATHPLPKDCPVSSYNEWDPLEEVIVGRAENACVPPFTVEVKANTYEKYWPFYQKNGGLYFPKDHLKKAVAEVEEMCNILSMEGVTVKRPDPIDWSLKYKTPDFESTGLYSAMPRDILMVVGNEIIEAPMAWRSRFFEYRAYRSIIKDYFHRGAKWTTAPKPTMADELYDQDYPIHSVEDRHKLAAQGKFVTTEFEPCFDAADFIRAGRDIFAQRSQVTNYLGIEWMRRHLAPDYRVHIISFKDPNPMHIDATFNIIGPGLVLSNPDRPCHQIDLFKKAGWTIVTPPTPVIPDDHPLWMSSKWLSMNVLMLDEKRVMVDANEVPIQKMFEKLGISTIKVNIRNANSLGGGFHCWTCDVRRRGTLQSYFD. (4) The pKi is 7.2. The target protein (P19492) has sequence MGQSVLRAVFFLVLGLLGHSHGGFPNTISIGGLFMRNTVQEHSAFRFAVQLYNTNQNTTEKPFHLNYHVDHLDSSNSFSVTNAFCSQFSRGVYAIFGFYDQMSMNTLTSFCGALHTSFVTPSFPTDADVQFVIQMRPALKGAILSLLSYYKWEKFVYLYDTERGFSVLQAIMEAAVQNNWQVTARSVGNIKDVQEFRRIIEEMDRRQEKRYLIDCEVERINTILEQVVILGKHSRGYHYMLANLGFTDILLERVMHGGANITGFQIVNNENPMVQQFIQRWVRLDEREFPEAKNAPLKYTSALTHDAILVIAEAFRYLRRQRVDVSRRGSAGDCLANPAVPWSQGIDIERALKMVQVQGMTGNIQFDTYGRRTNYTIDVYEMKVSGSRKAGYWNEYERFVPFSDQQISNDSSSSENRTIVVTTILESPYVMYKKNHEQLEGNERYEGYCVDLAYEIAKHVRIKYKLSIVGDGKYGARDPETKIWNGMVGELVYGRADIAV.... The small molecule is N[C@H](C(=O)O)C1[C@@H](C(=O)O)[C@@H]1C(=O)O.